Dataset: Forward reaction prediction with 1.9M reactions from USPTO patents (1976-2016). Task: Predict the product of the given reaction. (1) Given the reactants [OH:1][C:2]1[CH:11]=[C:10]2[C:5]([CH:6]=[C:7]([S:16](Cl)(=[O:18])=[O:17])[CH:8]=[C:9]2[S:12](Cl)(=[O:14])=[O:13])=[CH:4][CH:3]=1.[Br:20][C:21]1[CH:22]=[C:23]([CH:25]=[CH:26][CH:27]=1)[NH2:24], predict the reaction product. The product is: [Br:20][C:21]1[CH:22]=[C:23]([NH:24][S:12]([C:9]2[C:10]3[C:5](=[CH:4][CH:3]=[C:2]([OH:1])[CH:11]=3)[CH:6]=[C:7]([S:16]([NH:24][C:23]3[CH:25]=[CH:26][CH:27]=[C:21]([Br:20])[CH:22]=3)(=[O:18])=[O:17])[CH:8]=2)(=[O:14])=[O:13])[CH:25]=[CH:26][CH:27]=1. (2) Given the reactants [Cl:1][C:2]1[CH:3]=[C:4](/[CH:9]=[CH:10]/[S:11]([NH:14][C:15]2[CH:23]=[CH:22][C:21]3[CH2:20][CH2:19][CH2:18][C:17]=3[C:16]=2[S:24]([NH2:27])(=[O:26])=[O:25])(=[O:13])=[O:12])[CH:5]=[CH:6][C:7]=1[Cl:8].ClC1C=C(/C=C/S(NC2C=C3C(CCC3)=CC=2S(N)(=O)=O)(=O)=O)C=CC=1Cl, predict the reaction product. The product is: [Cl:1][C:2]1[CH:3]=[C:4]([CH2:9][CH2:10][S:11]([NH:14][C:15]2[CH:23]=[CH:22][C:21]3[CH2:20][CH2:19][CH2:18][C:17]=3[C:16]=2[S:24]([NH2:27])(=[O:26])=[O:25])(=[O:13])=[O:12])[CH:5]=[CH:6][C:7]=1[Cl:8]. (3) Given the reactants [C:1]([C:4]1[CH:5]=[C:6]([C:23]2[C:24]([CH3:29])=[N:25][O:26][C:27]=2[CH3:28])[C:7]([F:22])=[C:8]2[C:16]=1[NH:15][C:14]1[CH:13]=[C:12]([C:17]([O:19]CC)=[O:18])[CH:11]=[CH:10][C:9]2=1)(=[O:3])[NH2:2].[OH-].[Na+], predict the reaction product. The product is: [C:1]([C:4]1[CH:5]=[C:6]([C:23]2[C:24]([CH3:29])=[N:25][O:26][C:27]=2[CH3:28])[C:7]([F:22])=[C:8]2[C:16]=1[NH:15][C:14]1[CH:13]=[C:12]([C:17]([OH:19])=[O:18])[CH:11]=[CH:10][C:9]2=1)(=[O:3])[NH2:2]. (4) Given the reactants C(N(CC)CC)C.Br[CH:9]1[C:17]2[C:12](=[CH:13][CH:14]=[CH:15][CH:16]=2)[C:11](=[O:18])[CH2:10]1, predict the reaction product. The product is: [C:11]1(=[O:18])[C:12]2[C:17](=[CH:16][CH:15]=[CH:14][CH:13]=2)[CH:9]=[CH:10]1.